Dataset: Forward reaction prediction with 1.9M reactions from USPTO patents (1976-2016). Task: Predict the product of the given reaction. (1) Given the reactants [Br:1][C:2]1[CH:3]=[C:4]2[C:9](=[CH:10][CH:11]=1)[N:8]=[CH:7][C:6]([C:12]([CH:14]1[CH2:16][CH2:15]1)=[O:13])=[C:5]2Cl.[CH3:18][N:19]1[CH2:24][CH2:23][CH:22]([CH2:25][NH2:26])[CH2:21][CH2:20]1, predict the reaction product. The product is: [Br:1][C:2]1[CH:3]=[C:4]2[C:9](=[CH:10][CH:11]=1)[N:8]=[CH:7][C:6]([C:12]([CH:14]1[CH2:16][CH2:15]1)=[O:13])=[C:5]2[NH:26][CH2:25][CH:22]1[CH2:23][CH2:24][N:19]([CH3:18])[CH2:20][CH2:21]1. (2) Given the reactants [CH3:1][NH:2][CH:3]1[CH2:8][CH2:7][CH:6]([C:9]#[N:10])[CH2:5][CH2:4]1.[C:11]([O:15][C:16]([NH:18][C@H:19]([CH:25]([CH3:27])[CH3:26])[CH2:20][CH2:21][C:22]([OH:24])=O)=[O:17])([CH3:14])([CH3:13])[CH3:12], predict the reaction product. The product is: [C:11]([O:15][C:16](=[O:17])[NH:18][C@@H:19]([CH2:20][CH2:21][C:22](=[O:24])[N:2]([CH:3]1[CH2:8][CH2:7][CH:6]([C:9]#[N:10])[CH2:5][CH2:4]1)[CH3:1])[CH:25]([CH3:27])[CH3:26])([CH3:12])([CH3:13])[CH3:14]. (3) Given the reactants [CH2:1]([O:8][C:9]([N:11]1[CH2:14][CH:13]([OH:15])[CH2:12]1)=[O:10])[C:2]1[CH:7]=[CH:6][CH:5]=[CH:4][CH:3]=1.[Si:16](Cl)([C:29]([CH3:32])([CH3:31])[CH3:30])([C:23]1[CH:28]=[CH:27][CH:26]=[CH:25][CH:24]=1)[C:17]1[CH:22]=[CH:21][CH:20]=[CH:19][CH:18]=1.N1C=CN=C1, predict the reaction product. The product is: [CH2:1]([O:8][C:9]([N:11]1[CH2:14][CH:13]([O:15][Si:16]([C:29]([CH3:32])([CH3:31])[CH3:30])([C:23]2[CH:24]=[CH:25][CH:26]=[CH:27][CH:28]=2)[C:17]2[CH:22]=[CH:21][CH:20]=[CH:19][CH:18]=2)[CH2:12]1)=[O:10])[C:2]1[CH:7]=[CH:6][CH:5]=[CH:4][CH:3]=1.